This data is from Forward reaction prediction with 1.9M reactions from USPTO patents (1976-2016). The task is: Predict the product of the given reaction. (1) Given the reactants [CH3:1][O:2][C:3](=[O:22])[C:4]1[CH:9]=[C:8]([Cl:10])[C:7]([O:11][CH3:12])=[CH:6][C:5]=1[O:13][CH2:14][CH:15]1[CH2:21][NH:20][CH2:19][CH2:18][CH2:17][O:16]1.C(N(CC)CC)C.Br[CH2:31][C:32]1[CH:37]=[CH:36][C:35]([F:38])=[CH:34][CH:33]=1, predict the reaction product. The product is: [CH3:1][O:2][C:3](=[O:22])[C:4]1[CH:9]=[C:8]([Cl:10])[C:7]([O:11][CH3:12])=[CH:6][C:5]=1[O:13][CH2:14][CH:15]1[CH2:21][N:20]([CH2:31][C:32]2[CH:37]=[CH:36][C:35]([F:38])=[CH:34][CH:33]=2)[CH2:19][CH2:18][CH2:17][O:16]1. (2) Given the reactants CC1(C)COB([C:8]2[CH:9]=[CH:10][C:11]3[C:12]([CH:20]=2)=[N:13][O:14][C:15]=3[C:16]([O:18][CH3:19])=[O:17])OC1.B1([O-])O[O:23]1.O.O.O.O.[Na+], predict the reaction product. The product is: [OH:23][C:8]1[CH:9]=[CH:10][C:11]2[C:12]([CH:20]=1)=[N:13][O:14][C:15]=2[C:16]([O:18][CH3:19])=[O:17]. (3) Given the reactants Cl.[O:2]1[C:6]2[CH:7]=[CH:8][CH:9]=[C:10]([CH:11]3[CH2:16][CH2:15][N:14]([CH2:17][CH2:18][C@H:19]4[CH2:24][CH2:23][C@H:22]([NH2:25])[CH2:21][CH2:20]4)[CH2:13][CH2:12]3)[C:5]=2[O:4][CH2:3]1.[OH:26][C:27]1([CH2:33][C:34](O)=[O:35])[CH2:32][CH2:31][O:30][CH2:29][CH2:28]1, predict the reaction product. The product is: [O:2]1[C:6]2[CH:7]=[CH:8][CH:9]=[C:10]([CH:11]3[CH2:16][CH2:15][N:14]([CH2:17][CH2:18][C@H:19]4[CH2:20][CH2:21][C@H:22]([NH:25][C:34](=[O:35])[CH2:33][C:27]5([OH:26])[CH2:32][CH2:31][O:30][CH2:29][CH2:28]5)[CH2:23][CH2:24]4)[CH2:13][CH2:12]3)[C:5]=2[O:4][CH2:3]1.